From a dataset of Reaction yield outcomes from USPTO patents with 853,638 reactions. Predict the reaction yield, written as a fraction of the theoretical maximum amount of product (1.0 means a 100% yield; for example, 0.34 means a 34% yield). (1) The reactants are Cl[C:2]1[CH:7]=[C:6]([Cl:8])[C:5]([CH:9]2[CH2:11][CH2:10]2)=[CH:4][N:3]=1.[C:12]([Zn]C#N)#[N:13]. The catalyst is CN(C=O)C.C1C=CC(P(C2C=CC=CC=2)[C-]2C=CC=C2)=CC=1.C1C=CC(P(C2C=CC=CC=2)[C-]2C=CC=C2)=CC=1.[Fe+2].C1C=CC(/C=C/C(/C=C/C2C=CC=CC=2)=O)=CC=1.C1C=CC(/C=C/C(/C=C/C2C=CC=CC=2)=O)=CC=1.C1C=CC(/C=C/C(/C=C/C2C=CC=CC=2)=O)=CC=1.[Pd].[Pd]. The product is [Cl:8][C:6]1[C:5]([CH:9]2[CH2:11][CH2:10]2)=[CH:4][N:3]=[C:2]([C:12]#[N:13])[CH:7]=1. The yield is 0.500. (2) The reactants are [S:1]1[C:5]2[CH2:6][CH2:7][CH2:8][C:9](=[O:10])[C:4]=2[CH:3]=[CH:2]1.[CH:11]([N-]C(C)C)(C)C.[Li+].IC.C(=O)(O)[O-].[Na+]. The catalyst is O1CCCC1. The yield is 0.320. The product is [CH3:11][CH:8]1[C:9](=[O:10])[C:4]2[CH:3]=[CH:2][S:1][C:5]=2[CH2:6][CH2:7]1.